This data is from Catalyst prediction with 721,799 reactions and 888 catalyst types from USPTO. The task is: Predict which catalyst facilitates the given reaction. (1) Reactant: [CH3:1][NH:2][C:3]([C:5]1[CH:6]=[C:7]([NH:11][C:12]2[N:17]=[CH:16][N:15]=[C:14]([N:18]3[CH2:34][CH2:33][C:21]4([CH2:25][N:24](C(OC(C)(C)C)=O)[CH2:23][CH2:22]4)[CH2:20][CH2:19]3)[N:13]=2)[CH:8]=[CH:9][CH:10]=1)=[O:4].[C:35]([OH:41])([C:37]([F:40])([F:39])[F:38])=[O:36]. Product: [CH2:25]1[C:21]2([CH2:20][CH2:19][N:18]([C:14]3[N:15]=[CH:16][N:17]=[C:12]([NH:11][C:7]4[CH:6]=[C:5]([CH:10]=[CH:9][CH:8]=4)[C:3]([NH:2][CH3:1])=[O:4])[N:13]=3)[CH2:34][CH2:33]2)[CH2:22][CH2:23][NH:24]1.[C:35]([OH:41])([C:37]([F:40])([F:39])[F:38])=[O:36]. The catalyst class is: 2. (2) Reactant: CS(O[CH:6]1[CH2:9][N:8]([CH:10]([C:17]2[CH:22]=[CH:21][CH:20]=[CH:19][CH:18]=2)[C:11]2[CH:16]=[CH:15][CH:14]=[CH:13][CH:12]=2)[CH2:7]1)(=O)=O.[C-:23]#[N:24].[K+]. Product: [C:11]1([CH:10]([C:17]2[CH:22]=[CH:21][CH:20]=[CH:19][CH:18]=2)[N:8]2[CH2:9][CH:6]([C:23]#[N:24])[CH2:7]2)[CH:16]=[CH:15][CH:14]=[CH:13][CH:12]=1. The catalyst class is: 18. (3) Reactant: Cl[C:2]1[N:7]=[C:6]([Cl:8])[CH:5]=[C:4]([Cl:9])[N:3]=1.[CH3:10][CH:11]([NH2:13])[CH3:12].CCN(CC)CC.O. Product: [Cl:9][C:4]1[CH:5]=[C:6]([Cl:8])[N:7]=[C:2]([NH:13][CH:11]([CH3:12])[CH3:10])[N:3]=1. The catalyst class is: 1. (4) Reactant: [Cl-].[Ca+2].[Cl-].[BH4-].[Na+].O1CCCC1.[O:11]=[C:12]([NH:21][C@@H:22]1[CH2:27][CH2:26][CH2:25][CH2:24][C@@H:23]1[C:28]([N:30]1[C@@H:42]2[C@@H:33]([C@H:34]([C:43]3[CH:48]=[CH:47][CH:46]=[CH:45][CH:44]=3)[NH:35][C:36]3[CH:37]=[CH:38][CH:39]=[CH:40][C:41]=32)[CH2:32][CH2:31]1)=[O:29])[CH2:13][CH2:14][CH2:15][CH2:16][C:17](OC)=[O:18]. Product: [OH:18][CH2:17][CH2:16][CH2:15][CH2:14][CH2:13][C:12]([NH:21][C@@H:22]1[CH2:27][CH2:26][CH2:25][CH2:24][C@@H:23]1[C:28]([N:30]1[C@@H:42]2[C@@H:33]([C@H:34]([C:43]3[CH:48]=[CH:47][CH:46]=[CH:45][CH:44]=3)[NH:35][C:36]3[CH:37]=[CH:38][CH:39]=[CH:40][C:41]=32)[CH2:32][CH2:31]1)=[O:29])=[O:11]. The catalyst class is: 97. (5) Reactant: Cl[C:2]1[C:11]([CH3:12])=[C:10]([Cl:13])[C:9]2[C:4](=[CH:5][C:6]([F:15])=[CH:7][C:8]=2[F:14])[N:3]=1.[CH3:16][O:17][C:18]1[CH:23]=[C:22](B(O)O)[CH:21]=[CH:20][N:19]=1.C(=O)([O-])[O-].[K+].[K+]. Product: [Cl:13][C:10]1[C:9]2[C:4](=[CH:5][C:6]([F:15])=[CH:7][C:8]=2[F:14])[N:3]=[C:2]([C:22]2[CH:21]=[CH:20][N:19]=[C:18]([O:17][CH3:16])[CH:23]=2)[C:11]=1[CH3:12]. The catalyst class is: 11. (6) Reactant: [OH:1][CH2:2][C@H:3]1[C@H:9]([C:10]2[CH:15]=[CH:14][C:13]([Cl:16])=[C:12]([Cl:17])[CH:11]=2)[CH2:8][C@@H:7]2[N:18]([CH3:19])[C@H:4]1[CH2:5][CH2:6]2.[C:20]([OH:32])(=[O:31])[CH2:21][C:22]([CH2:27][C:28]([OH:30])=[O:29])([C:24]([OH:26])=[O:25])[OH:23]. Product: [C:20]([OH:32])(=[O:31])[CH2:21][C:22]([CH2:27][C:28]([OH:30])=[O:29])([C:24]([OH:26])=[O:25])[OH:23].[CH2:20]([O:1][CH2:2][C@H:3]1[C@H:9]([C:10]2[CH:15]=[CH:14][C:13]([Cl:16])=[C:12]([Cl:17])[CH:11]=2)[CH2:8][C@@H:7]2[N:18]([CH3:19])[C@H:4]1[CH2:5][CH2:6]2)[CH3:21]. The catalyst class is: 8. (7) Reactant: [OH:1][C:2]1[CH:10]=[CH:9][C:8]([C:11]2[N:12]([C:27]([O:29][C:30]([CH3:33])([CH3:32])[CH3:31])=[O:28])[C:13]3[C:18]([CH:19]=2)=[CH:17][C:16]([CH2:20][N:21]2[CH2:26][CH2:25][CH2:24][CH2:23][CH2:22]2)=[CH:15][CH:14]=3)=[C:7]2[C:3]=1[CH2:4][NH:5][C:6]2=[O:34].[CH3:35][N:36]([CH3:40])[C:37](Cl)=[O:38]. Product: [CH3:35][N:36]([CH3:40])[C:37]([O:1][C:2]1[CH:10]=[CH:9][C:8]([C:11]2[N:12]([C:27]([O:29][C:30]([CH3:31])([CH3:33])[CH3:32])=[O:28])[C:13]3[C:18]([CH:19]=2)=[CH:17][C:16]([CH2:20][N:21]2[CH2:26][CH2:25][CH2:24][CH2:23][CH2:22]2)=[CH:15][CH:14]=3)=[C:7]2[C:3]=1[CH2:4][NH:5][C:6]2=[O:34])=[O:38]. The catalyst class is: 112. (8) Reactant: CS(C)=O.C(Cl)(=O)C(Cl)=O.[C:11]([O:19][CH2:20][C@H:21]1[C@H:25]([CH:26]([OH:33])[CH2:27][CH:28]2[O:32][CH2:31][CH2:30][O:29]2)[O:24][C:23]([CH3:35])([CH3:34])[O:22]1)(=[O:18])[C:12]1[CH:17]=[CH:16][CH:15]=[CH:14][CH:13]=1.C(N(CC)CC)C. Product: [C:11]([O:19][CH2:20][C@H:21]1[C@H:25]([C:26](=[O:33])[CH2:27][CH:28]2[O:32][CH2:31][CH2:30][O:29]2)[O:24][C:23]([CH3:35])([CH3:34])[O:22]1)(=[O:18])[C:12]1[CH:17]=[CH:16][CH:15]=[CH:14][CH:13]=1. The catalyst class is: 46. (9) Reactant: [C:1]([O:5][C:6]([N:8]1[CH2:13][CH2:12][CH:11]([N:14]2[C:18]3=[N:19][CH:20]=[N:21][C:22](Cl)=[C:17]3[CH:16]=[N:15]2)[CH2:10][CH2:9]1)=[O:7])([CH3:4])([CH3:3])[CH3:2].[F:24][C:25]1[CH:32]=[C:31]([OH:33])[CH:30]=[CH:29][C:26]=1[C:27]#[N:28]. Product: [C:1]([O:5][C:6]([N:8]1[CH2:13][CH2:12][CH:11]([N:14]2[C:18]3=[N:19][CH:20]=[N:21][C:22]([O:33][C:31]4[CH:30]=[CH:29][C:26]([C:27]#[N:28])=[C:25]([F:24])[CH:32]=4)=[C:17]3[CH:16]=[N:15]2)[CH2:10][CH2:9]1)=[O:7])([CH3:4])([CH3:3])[CH3:2]. The catalyst class is: 9.